This data is from Antibody developability classification from SAbDab with 2,409 antibodies. The task is: Regression/Classification. Given an antibody's heavy chain and light chain sequences, predict its developability. TAP uses regression for 5 developability metrics; SAbDab uses binary classification. (1) The antibody is ['QVQLQESGPGLVKPSETLSLTCAVSGGSIGDDYYWNWIRQSPGKGLEWIGSIYGSFGGTNFNPSLKNRVTISMDTSNNQVSLKLNSVTAADTAVYYCARGSHSIVVLFGYYFDYWGQGVLVTVSS', 'QSALTQPPSVSKSLGQSVTISCSGTTNDIGAYNGVSWYQHHSDTAPRLLIYEVNKRPSGVSDRFSGSKSGNTASLTISGLQAEDEADYYCGSYRSGSTWVFGGGTRLTVL']. Result: 0 (not developable). (2) The antibody is ['QVHLVQSGSELKKPGASVKVSCKASGYSFSRYGIKWVRQAPGQGLEWMGWINTRSGVPAYAQGFTGRFVFSLDTSVDTAFLEISSLKTEDTGIYYCATRPPRFYDKTEYWEDGFDVWGRGTLVTVSS', 'QSVLTQPPSASGTPGQSVNISCSGSSSNIGNSYVYWYQQLPGTAPKLLIYRNNRRPSGVPDRFSGSKSDTSASLAISGLRSEDEADYYCATWDDSLSGRLFGGGTKLTVL']. Result: 0 (not developable). (3) The antibody is ['QVQLEESGPGLVRPSETLSLSCTVSGFPMSESYFWGWIRQSPGKGLEWLGSVIHTGTTYYRPSLESRLTIAMDPSKNQVSLSLTSVTVADSAMYYCVRIRGGSSNWLDPWGPGIVVTASS', 'ESVWTQPPSVSAAPGQKVTISCSGDDSILRSAFVSWYQQVPGSAPKLVIFDDRQRPSGIPARFSGSNSGTTATLDIAGLQRGDEADYYCAAWNGRLSAFVFGSGTKLEIK']. Result: 0 (not developable). (4) The antibody is ['EVQLVESGGGLIQPGGSLRLSCSASEFTVSGNYMTWVRQAPGKGLEWVSIIYTGGSTYYADSVKGRFSISRDDSRNTLYLQMNSLRAEDTAVYYCARALKLQFFDWPSHAFDIWGQGTMVTVSS', 'QSALTQPPSASGSPGQSVTISCTGTRSDIDGYNYVSWYQQHPGKAPKLIISEVNKRPSGVPARFSGSKSGNRASLTVSGLQTEDEADYYCSSYTDTNNFYVFGTGTKVTVL']. Result: 1 (developable). (5) The antibody is ['QVQLVQSGGGVFKPGGSLRLSCEASGFTFTEYYMTWVRQAPGKGLEWLAYISKNGEYSKYSPSSNGRFTISRDNAKNSVFLQLDRLSADDTAVYYCARADGLTYFSELLQYIFDLWGQGARVTVSS', 'DIVLAQSPDSLAVSPGERATIHCKSSQTLLYSSNNRHSIAWYQQRPGQPPKLLLYWASMRLSGVPDRFSGSGSGTDFTLTINNLQAEDVAIYYCHQYSSHPPTFGHGTRVELR']. Result: 0 (not developable). (6) The antibody is ['QVQLQESGPGLVKPSQSLSLTCTVTGFSITSDYAWNWIRQFPGKKLEWMGYINFDGGTTYNPSLRGRISITRDTSKNQFFLQLRSVTPEDTATYYCATFYGAKGTLDYWGQGTSVTVSS', 'IVLTQSPSSFSVSLGDRVTISCKASGYILNRLAWYQQKPGNAPRLLISGATSLETGFPSRFSGTGSGKDYTLSISSLQTEDVGTYYCQQYWSTPWTFGGGTKLEIR']. Result: 0 (not developable). (7) The antibody is ['QVQLKESGPGLVAPSQSLSITCTVSGFSLTDYGVSWIRQPPGKGLEWLGVIWGGGSTYYNSALKSRLSISKDNSKSQVFLKMNSLQTDDTAMYYCAKHTYGGPGDSWGQGTSVTVSS', 'DIVMSQSPSSLAVSAGEKVTMSCKSSQSLLNSRTRKNYLAWYQQKPGQSPTKLIYWASTRESGVPDRFTGSGSGTDFTLTISSVQAEDLAVYYCKQSYDLPTFGAGTKLELK']. Result: 1 (developable).